From a dataset of Forward reaction prediction with 1.9M reactions from USPTO patents (1976-2016). Predict the product of the given reaction. (1) Given the reactants [CH2:1]([O:3][C:4]([C:6]1[NH:7][C:8]2[C:13]([CH:14]=1)=[CH:12][CH:11]=[C:10]([C:15]([CH3:18])([CH3:17])[CH3:16])[CH:9]=2)=[O:5])[CH3:2].[S-:19][C:20]#[N:21].[NH4+].BrBr, predict the reaction product. The product is: [CH2:1]([O:3][C:4]([C:6]1[NH:7][C:8]2[C:13]([CH:14]=1)=[CH:12][C:11]([S:19][C:20]#[N:21])=[C:10]([C:15]([CH3:17])([CH3:16])[CH3:18])[CH:9]=2)=[O:5])[CH3:2]. (2) Given the reactants [C:1](=O)([O-])[O-].[K+].[K+].C(OP([CH:15]([CH2:21][CH3:22])[C:16]([O:18][CH2:19][CH3:20])=[O:17])(OCC)=O)C.C=O, predict the reaction product. The product is: [CH2:1]=[C:15]([CH2:21][CH3:22])[C:16]([O:18][CH2:19][CH3:20])=[O:17]. (3) Given the reactants [CH3:1][C:2]([Si:5]([CH3:42])([CH3:41])[O:6][CH2:7][C@@:8]1([C:38](O)=[O:39])[CH2:12][CH2:11][C@H:10]([C:13]2[CH:18]=[CH:17][C:16]([O:19][CH2:20][C:21]3[CH:26]=[CH:25][CH:24]=[CH:23][C:22]=3[F:27])=[CH:15][CH:14]=2)[N:9]1[C:28]([O:30][CH2:31][C:32]1[CH:37]=[CH:36][CH:35]=[CH:34][CH:33]=1)=[O:29])([CH3:4])[CH3:3].C[CH2:44][N:45](C(C)C)C(C)C.CN(C(ON1N=NC2C=CC=CC1=2)=[N+](C)C)C.[B-](F)(F)(F)F.CN.C1COCC1, predict the reaction product. The product is: [CH3:1][C:2]([Si:5]([CH3:41])([CH3:42])[O:6][CH2:7][C@@:8]1([C:38]([NH:45][CH3:44])=[O:39])[CH2:12][CH2:11][C@H:10]([C:13]2[CH:14]=[CH:15][C:16]([O:19][CH2:20][C:21]3[CH:26]=[CH:25][CH:24]=[CH:23][C:22]=3[F:27])=[CH:17][CH:18]=2)[N:9]1[C:28]([O:30][CH2:31][C:32]1[CH:37]=[CH:36][CH:35]=[CH:34][CH:33]=1)=[O:29])([CH3:4])[CH3:3].